Dataset: Peptide-MHC class I binding affinity with 185,985 pairs from IEDB/IMGT. Task: Regression. Given a peptide amino acid sequence and an MHC pseudo amino acid sequence, predict their binding affinity value. This is MHC class I binding data. (1) The peptide sequence is KHSGRYDEL. The MHC is Mamu-B17 with pseudo-sequence Mamu-B17. The binding affinity (normalized) is 0.153. (2) The peptide sequence is HRCQAIRK. The MHC is HLA-A02:06 with pseudo-sequence HLA-A02:06. The binding affinity (normalized) is 0. (3) The peptide sequence is TVTGGIFLFL. The MHC is HLA-A68:02 with pseudo-sequence HLA-A68:02. The binding affinity (normalized) is 0.632. (4) The peptide sequence is TNFLIKFLL. The binding affinity (normalized) is 0.254. The MHC is HLA-A24:02 with pseudo-sequence HLA-A24:02.